Dataset: Full USPTO retrosynthesis dataset with 1.9M reactions from patents (1976-2016). Task: Predict the reactants needed to synthesize the given product. (1) Given the product [Cl:18][C:19]1[CH:24]=[CH:23][C:22]([C:8]2[C:7]([N:14]([CH3:13])[CH2:15][CH2:16][CH3:17])=[N:6][CH:5]=[C:4]([CH:9]=2)[C:3]([NH:28][CH2:29][C:30]([CH:33]2[CH2:35][CH2:34]2)([OH:32])[CH3:31])=[O:12])=[CH:21][CH:20]=1, predict the reactants needed to synthesize it. The reactants are: CO[C:3](=[O:12])[C:4]1[CH:9]=[C:8](Br)[C:7](Cl)=[N:6][CH:5]=1.[CH3:13][NH:14][CH2:15][CH2:16][CH3:17].[Cl:18][C:19]1[CH:24]=[CH:23][C:22](B(O)O)=[CH:21][CH:20]=1.[NH2:28][CH2:29][C:30]([CH:33]1[CH2:35][CH2:34]1)([OH:32])[CH3:31]. (2) Given the product [Br:42][C:13]1[CH:14]=[CH:15][C:10]([O:9][CH2:8][CH2:7][N:4]2[CH2:5][CH2:6][O:1][CH2:2][CH2:3]2)=[CH:11][CH:12]=1, predict the reactants needed to synthesize it. The reactants are: [O:1]1[CH2:6][CH2:5][N:4]([CH2:7][CH2:8][O:9][C:10]2[CH:15]=[CH:14][C:13](C3C=CC(CC(NCC4C=CC=CC=4)=O)=NC=3)=[CH:12][CH:11]=2)[CH2:3][CH2:2]1.ClCCN1CCOCC1.[Br:42]C1C=CC(O)=CC=1. (3) Given the product [C:1]([O:5][C:6]([N:8]1[CH2:12][C@@H:11]2[CH2:10][C@H:9]1[CH2:14][N:20]2[C:16]([CH3:19])([CH3:18])[CH3:17])=[O:7])([CH3:4])([CH3:3])[CH3:2], predict the reactants needed to synthesize it. The reactants are: [C:1]([O:5][C:6]([N:8]1[CH2:12][C@H:11](O)[CH2:10][C@H:9]1[CH2:14]O)=[O:7])([CH3:4])([CH3:3])[CH3:2].[C:16]([NH2:20])([CH3:19])([CH3:18])[CH3:17]. (4) Given the product [C:24]([O-:29])(=[O:28])[C:25]([O-:27])=[O:26].[C:18]([O:17][C:15]([N:13]1[CH2:12][C:11]2([NH2+:8][CH2:9][CH2:10]2)[CH2:14]1)=[O:16])([CH3:21])([CH3:19])[CH3:20].[C:18]([O:17][C:15]([N:13]1[CH2:12][C:11]2([NH2+:8][CH2:9][CH2:10]2)[CH2:14]1)=[O:16])([CH3:21])([CH3:19])[CH3:20], predict the reactants needed to synthesize it. The reactants are: C([N:8]1[C:11]2([CH2:14][N:13]([C:15]([O:17][C:18]([CH3:21])([CH3:20])[CH3:19])=[O:16])[CH2:12]2)[CH2:10][CH2:9]1)C1C=CC=CC=1.[H][H].[C:24]([OH:29])(=[O:28])[C:25]([OH:27])=[O:26]. (5) Given the product [Br:8][C:5]1[CH:6]=[CH:7][C:2]([O:12][CH:9]([CH3:11])[CH3:10])=[N:3][CH:4]=1, predict the reactants needed to synthesize it. The reactants are: Br[C:2]1[CH:7]=[CH:6][C:5]([Br:8])=[CH:4][N:3]=1.[CH:9]([OH:12])([CH3:11])[CH3:10]. (6) Given the product [N:27]1([C:2]2[CH:7]=[CH:6][C:5]([C:8]3[CH:12]=[CH:11][N:10]([CH2:13][CH2:14][C:15]([OH:17])=[O:16])[C:9]=3[C:18]3[CH:23]=[CH:22][C:21]([C:24]#[N:25])=[CH:20][C:19]=3[CH3:26])=[CH:4][CH:3]=2)[CH:31]=[CH:30][N:29]=[CH:28]1, predict the reactants needed to synthesize it. The reactants are: Br[C:2]1[CH:7]=[CH:6][C:5]([C:8]2[CH:12]=[CH:11][N:10]([CH2:13][CH2:14][C:15]([OH:17])=[O:16])[C:9]=2[C:18]2[CH:23]=[CH:22][C:21]([C:24]#[N:25])=[CH:20][C:19]=2[CH3:26])=[CH:4][CH:3]=1.[NH:27]1[CH:31]=[CH:30][N:29]=[CH:28]1.N1CCC[C@H]1C(O)=O.C([O-])([O-])=O.[K+].[K+]. (7) The reactants are: [C:1]([O:5][C:6]([N:8]1[CH2:13][CH2:12][N:11]2[N:14]=[C:15]([C:17]([F:20])([F:19])[F:18])[N:16]=[C:10]2[CH2:9]1)=[O:7])([CH3:4])([CH3:3])[CH3:2].Cl[CH2:22][O:23][CH2:24][C:25]1[CH:30]=[CH:29][CH:28]=[CH:27][CH:26]=1. Given the product [C:1]([O:5][C:6]([N:8]1[CH2:13][CH2:12][N:11]2[N:14]=[C:15]([C:17]([F:18])([F:19])[F:20])[N:16]=[C:10]2[CH:9]1[CH2:22][O:23][CH2:24][C:25]1[CH:30]=[CH:29][CH:28]=[CH:27][CH:26]=1)=[O:7])([CH3:4])([CH3:2])[CH3:3], predict the reactants needed to synthesize it. (8) The reactants are: [Cl:1][C:2]1[C:3]([F:42])=[C:4]([C@@H:8]2[C@:12]([C:15]3[CH:20]=[CH:19][C:18]([Cl:21])=[CH:17][C:16]=3[F:22])([C:13]#[N:14])[C@H:11]([CH2:23][C:24]([CH3:27])([CH3:26])[CH3:25])[NH:10][C@H:9]2[C:28]([NH:30][C:31]2[CH:39]=[CH:38][C:34]([C:35]([OH:37])=[O:36])=[CH:33][C:32]=2[O:40][CH3:41])=[O:29])[CH:5]=[CH:6][CH:7]=1.Cl[CH2:44][C:45]([NH:47][CH2:48][CH:49]1[CH2:53][O:52][C:51]([CH3:55])([CH3:54])[O:50]1)=[O:46].CN(C)C=O. Given the product [CH3:54][C:51]1([CH3:55])[O:50][CH:49]([CH2:48][NH:47][C:45]([CH2:44][O:36][C:35](=[O:37])[C:34]2[CH:38]=[CH:39][C:31]([NH:30][C:28]([C@H:9]3[C@H:8]([C:4]4[CH:5]=[CH:6][CH:7]=[C:2]([Cl:1])[C:3]=4[F:42])[C@:12]([C:15]4[CH:20]=[CH:19][C:18]([Cl:21])=[CH:17][C:16]=4[F:22])([C:13]#[N:14])[C@H:11]([CH2:23][C:24]([CH3:26])([CH3:27])[CH3:25])[NH:10]3)=[O:29])=[C:32]([O:40][CH3:41])[CH:33]=2)=[O:46])[CH2:53][O:52]1, predict the reactants needed to synthesize it.